Task: Predict the product of the given reaction.. Dataset: Forward reaction prediction with 1.9M reactions from USPTO patents (1976-2016) (1) The product is: [O:40]1[CH2:41][CH2:42][N:37]([C:43]([C:45]2[CH:46]=[CH:47][C:48]([C:2]3[C:6]4[C:7]([O:11][CH:12]5[CH2:17][CH2:16][O:15][CH2:14][CH2:13]5)=[N:8][CH:9]=[CH:10][C:5]=4[N:4]([C:18]([C:31]4[CH:36]=[CH:35][CH:34]=[CH:33][CH:32]=4)([C:25]4[CH:30]=[CH:29][CH:28]=[CH:27][CH:26]=4)[C:19]4[CH:24]=[CH:23][CH:22]=[CH:21][CH:20]=4)[N:3]=3)=[CH:49][CH:50]=2)=[O:44])[CH2:38][CH2:39]1. Given the reactants I[C:2]1[C:6]2[C:7]([O:11][CH:12]3[CH2:17][CH2:16][O:15][CH2:14][CH2:13]3)=[N:8][CH:9]=[CH:10][C:5]=2[N:4]([C:18]([C:31]2[CH:36]=[CH:35][CH:34]=[CH:33][CH:32]=2)([C:25]2[CH:30]=[CH:29][CH:28]=[CH:27][CH:26]=2)[C:19]2[CH:24]=[CH:23][CH:22]=[CH:21][CH:20]=2)[N:3]=1.[N:37]1([C:43]([C:45]2[CH:50]=[CH:49][C:48](B(O)O)=[CH:47][CH:46]=2)=[O:44])[CH2:42][CH2:41][O:40][CH2:39][CH2:38]1.C(#N)C.C([O-])(=O)C.[K+], predict the reaction product. (2) Given the reactants C(OC(=O)[NH:7][C@H:8]1[CH2:13][CH2:12][C@H:11]([O:14][C:15]2[CH:16]=[CH:17][C:18]3[N:19]([C:21]([C:24]4[CH:29]=[CH:28][CH:27]=[C:26]([O:30][CH2:31][CH2:32][N:33]5[CH2:38][CH2:37][O:36][CH2:35][CH2:34]5)[CH:25]=4)=[N:22][N:23]=3)[CH:20]=2)[CH2:10][CH2:9]1)(C)(C)C.C(Cl)Cl.[C:43]([OH:49])([C:45]([F:48])([F:47])[F:46])=[O:44], predict the reaction product. The product is: [F:46][C:45]([F:48])([F:47])[C:43]([OH:49])=[O:44].[N:33]1([CH2:32][CH2:31][O:30][C:26]2[CH:25]=[C:24]([C:21]3[N:19]4[CH:20]=[C:15]([O:14][C@H:11]5[CH2:12][CH2:13][C@H:8]([NH2:7])[CH2:9][CH2:10]5)[CH:16]=[CH:17][C:18]4=[N:23][N:22]=3)[CH:29]=[CH:28][CH:27]=2)[CH2:34][CH2:35][O:36][CH2:37][CH2:38]1. (3) Given the reactants C[O:2][C:3](=[O:32])[C:4]1[CH:9]=[CH:8][C:7]([CH:10]([C:23](=NN(C)C)[C:24]([F:27])([F:26])[F:25])[CH2:11][CH2:12][CH2:13][C:14]2[C:19](=[O:20])[NH:18][C:17]([NH2:21])=[N:16][C:15]=2[NH2:22])=[CH:6][CH:5]=1.C[OH:34].O, predict the reaction product. The product is: [NH2:21][C:17]1[NH:18][C:19](=[O:20])[C:14]([CH2:13][CH2:12][CH2:11][CH:10]([C:7]2[CH:8]=[CH:9][C:4]([C:3]([OH:2])=[O:32])=[CH:5][CH:6]=2)[C:23](=[O:34])[C:24]([F:27])([F:26])[F:25])=[C:15]([NH2:22])[N:16]=1. (4) Given the reactants [CH2:1]([O:8][C:9]([N:11]1[CH2:16][CH2:15][CH:14]([O:17][CH2:18][C:19]([N:21]2[CH2:26][CH2:25][CH2:24][CH:23]([C:27]([O:29]CC)=[O:28])[CH2:22]2)=[O:20])[CH2:13][CH2:12]1)=[O:10])[C:2]1[CH:7]=[CH:6][CH:5]=[CH:4][CH:3]=1.[OH-].[Na+].O1CCCC1.OS([O-])(=O)=O.[K+], predict the reaction product. The product is: [CH2:1]([O:8][C:9]([N:11]1[CH2:12][CH2:13][CH:14]([O:17][CH2:18][C:19]([N:21]2[CH2:26][CH2:25][CH2:24][CH:23]([C:27]([OH:29])=[O:28])[CH2:22]2)=[O:20])[CH2:15][CH2:16]1)=[O:10])[C:2]1[CH:3]=[CH:4][CH:5]=[CH:6][CH:7]=1. (5) Given the reactants [OH-:1].[Na+].[C:3]([C:5]1[CH:10]=[C:9]([CH2:11][O:12][Si](C(C)(C)C)(C)C)[CH:8]=[CH:7][N:6]=1)#N.[ClH:20].[OH2:21], predict the reaction product. The product is: [ClH:20].[OH:12][CH2:11][C:9]1[CH:8]=[CH:7][N:6]=[C:5]([C:3]([OH:21])=[O:1])[CH:10]=1. (6) Given the reactants [CH:1]1([C:7]2[C:15]3[C:10](=[CH:11][C:12]([C:16]([O:18][CH3:19])=[O:17])=[CH:13][CH:14]=3)[NH:9][C:8]=2[C:20]2[CH:25]=[CH:24][CH:23]=[CH:22][C:21]=2[CH2:26][O:27][Si:28]([CH:35]([CH3:37])[CH3:36])([CH:32]([CH3:34])[CH3:33])[CH:29]([CH3:31])[CH3:30])[CH2:6][CH2:5][CH2:4][CH2:3][CH2:2]1.CN(C=O)C.[CH2:43](Br)[CH:44]=[CH2:45], predict the reaction product. The product is: [CH2:45]([N:9]1[C:10]2[C:15](=[CH:14][CH:13]=[C:12]([C:16]([O:18][CH3:19])=[O:17])[CH:11]=2)[C:7]([CH:1]2[CH2:6][CH2:5][CH2:4][CH2:3][CH2:2]2)=[C:8]1[C:20]1[CH:25]=[CH:24][CH:23]=[CH:22][C:21]=1[CH2:26][O:27][Si:28]([CH:32]([CH3:34])[CH3:33])([CH:29]([CH3:31])[CH3:30])[CH:35]([CH3:37])[CH3:36])[CH:44]=[CH2:43]. (7) Given the reactants [CH2:1]([O:8][C:9]1[CH:38]=[CH:37][C:12]([O:13][C:14]2[CH:22]=[CH:21][C:17]([C:18](Cl)=[O:19])=[CH:16][C:15]=2[NH:23][C:24]2[C:25]3[CH:33]=[CH:32][C:31]([CH:34]([CH3:36])[CH3:35])=[N:30][C:26]=3[N:27]=[CH:28][N:29]=2)=[CH:11][CH:10]=1)[C:2]1[CH:7]=[CH:6][CH:5]=[CH:4][CH:3]=1.[N:39]1[CH:44]=[CH:43][C:42]([NH2:45])=[CH:41][CH:40]=1, predict the reaction product. The product is: [CH2:1]([O:8][C:9]1[CH:38]=[CH:37][C:12]([O:13][C:14]2[CH:22]=[CH:21][C:17]([C:18]([NH:45][C:42]3[CH:43]=[CH:44][N:39]=[CH:40][CH:41]=3)=[O:19])=[CH:16][C:15]=2[NH:23][C:24]2[C:25]3[CH:33]=[CH:32][C:31]([CH:34]([CH3:36])[CH3:35])=[N:30][C:26]=3[N:27]=[CH:28][N:29]=2)=[CH:11][CH:10]=1)[C:2]1[CH:7]=[CH:6][CH:5]=[CH:4][CH:3]=1. (8) Given the reactants [CH3:1][O:2][CH2:3][CH2:4][O:5][C:6]1[CH:11]=[CH:10][N:9]2[C:12]([C:15]3[CH:24]=[CH:23][C:22]4[C:17](=[C:18]([OH:25])[CH:19]=[CH:20][CH:21]=4)[N:16]=3)=[CH:13][N:14]=[C:8]2[CH:7]=1.C(=O)([O-])[O-].[Cs+].[Cs+].CS(O[CH2:37][CH:38]1[O:43][CH2:42][CH2:41][N:40]([C:44]([O:46][C:47]([CH3:50])([CH3:49])[CH3:48])=[O:45])[CH2:39]1)(=O)=O.O, predict the reaction product. The product is: [CH3:1][O:2][CH2:3][CH2:4][O:5][C:6]1[CH:11]=[CH:10][N:9]2[C:12]([C:15]3[CH:24]=[CH:23][C:22]4[C:17](=[C:18]([O:25][CH2:37][CH:38]5[O:43][CH2:42][CH2:41][N:40]([C:44]([O:46][C:47]([CH3:48])([CH3:50])[CH3:49])=[O:45])[CH2:39]5)[CH:19]=[CH:20][CH:21]=4)[N:16]=3)=[CH:13][N:14]=[C:8]2[CH:7]=1. (9) Given the reactants Cl.C(OC(=O)[N:8]([CH2:23][CH2:24][C:25]1[CH:30]=[C:29]([O:31][CH3:32])[C:28]([NH:33][C:34]([NH:36][C:37]2[CH:42]=[N:41][C:40]([C:43]#[N:44])=[CH:39][N:38]=2)=[O:35])=[CH:27][C:26]=1[Cl:45])[CH2:9][C:10]1[CH:15]=[CH:14][C:13]([N:16]2[CH2:21][CH2:20][N:19]([CH3:22])[CH2:18][CH2:17]2)=[CH:12][CH:11]=1)(C)(C)C.C(OCC)C, predict the reaction product. The product is: [ClH:45].[Cl:45][C:26]1[C:25]([CH2:24][CH2:23][NH:8][CH2:9][C:10]2[CH:15]=[CH:14][C:13]([N:16]3[CH2:21][CH2:20][N:19]([CH3:22])[CH2:18][CH2:17]3)=[CH:12][CH:11]=2)=[CH:30][C:29]([O:31][CH3:32])=[C:28]([NH:33][C:34]([NH:36][C:37]2[CH:42]=[N:41][C:40]([C:43]#[N:44])=[CH:39][N:38]=2)=[O:35])[CH:27]=1.